From a dataset of Forward reaction prediction with 1.9M reactions from USPTO patents (1976-2016). Predict the product of the given reaction. (1) Given the reactants C=O.[CH3:3]C(C)=O.[NH:7]1[CH2:12][CH2:11][O:10][C@H:9]([CH2:13][N:14]2[C:22]3[C:17](=[CH:18][CH:19]=[CH:20][CH:21]=3)[C@@:16]3([C:34]4[C:25](=[CH:26][C:27]5[O:32][CH2:31][CH2:30][O:29][C:28]=5[CH:33]=4)[O:24][CH2:23]3)[C:15]2=[O:35])[CH2:8]1.N1CCC(CN2C3C(=CC=CC=3)C3(C4C(=CC5OCCOC=5C=4)OC3)C2=O)CC1, predict the reaction product. The product is: [CH3:3][N:7]1[CH2:12][CH2:11][O:10][C@H:9]([CH2:13][N:14]2[C:22]3[C:17](=[CH:18][CH:19]=[CH:20][CH:21]=3)[C@@:16]3([C:34]4[C:25](=[CH:26][C:27]5[O:32][CH2:31][CH2:30][O:29][C:28]=5[CH:33]=4)[O:24][CH2:23]3)[C:15]2=[O:35])[CH2:8]1. (2) Given the reactants Br[C:2]1[CH:7]=[CH:6][C:5]([C:8]2[O:12][CH:11]=[N:10][CH:9]=2)=[CH:4][CH:3]=1.C(=O)([O-])[O-].[Cs+].[Cs+].[OH:19][C:20]1[C:21]([CH:43]2[CH2:47][CH2:46][CH2:45][N:44]2[C:48](=[O:50])[CH3:49])=[CH:22][C:23]2[N:27]([CH2:28][O:29][CH2:30][CH2:31][Si:32]([CH3:35])([CH3:34])[CH3:33])[C:26]([C:36]3[CH:41]=[CH:40][CH:39]=[CH:38][N:37]=3)=[N:25][C:24]=2[CH:42]=1.[Cl-].[NH4+], predict the reaction product. The product is: [O:12]1[C:8]([C:5]2[CH:6]=[CH:7][C:2]([O:19][C:20]3[C:21]([CH:43]4[CH2:47][CH2:46][CH2:45][N:44]4[C:48](=[O:50])[CH3:49])=[CH:22][C:23]4[N:27]([CH2:28][O:29][CH2:30][CH2:31][Si:32]([CH3:35])([CH3:34])[CH3:33])[C:26]([C:36]5[CH:41]=[CH:40][CH:39]=[CH:38][N:37]=5)=[N:25][C:24]=4[CH:42]=3)=[CH:3][CH:4]=2)=[CH:9][N:10]=[CH:11]1. (3) Given the reactants [CH2:1]([O:8][C:9]([N:11]1[CH2:21][CH2:20][C:14]2([CH:16]([C:17](O)=[O:18])[CH2:15]2)[CH2:13][CH2:12]1)=[O:10])[C:2]1[CH:7]=[CH:6][CH:5]=[CH:4][CH:3]=1.CN(C(ON1N=NC2C=CC=CC1=2)=[N+](C)C)C.F[P-](F)(F)(F)(F)F.CCN(C(C)C)C(C)C.[CH:55]1([N:61]2[CH2:66][CH2:65][NH:64][CH2:63][CH2:62]2)[CH2:60][CH2:59][CH2:58][CH2:57][CH2:56]1, predict the reaction product. The product is: [CH2:1]([O:8][C:9]([N:11]1[CH2:12][CH2:13][C:14]2([CH:16]([C:17]([N:64]3[CH2:65][CH2:66][N:61]([CH:55]4[CH2:60][CH2:59][CH2:58][CH2:57][CH2:56]4)[CH2:62][CH2:63]3)=[O:18])[CH2:15]2)[CH2:20][CH2:21]1)=[O:10])[C:2]1[CH:7]=[CH:6][CH:5]=[CH:4][CH:3]=1. (4) Given the reactants Br[C:2]1[C:10]2[S:9][CH:8]=[N:7][C:6]=2[CH:5]=[CH:4][CH:3]=1.[C:11]([OH:17])([C:13](F)(F)F)=[O:12], predict the reaction product. The product is: [S:9]1[C:10]2[C:2]([CH2:13][C:11]([OH:17])=[O:12])=[CH:3][CH:4]=[CH:5][C:6]=2[N:7]=[CH:8]1. (5) The product is: [NH2:1][C@H:2]([C:10]([OH:12])=[O:11])[CH2:3][C:4]1[CH:5]=[CH:24][C:17]([OH:19])=[CH:16][CH:15]=1. Given the reactants [NH2:1][C@H:2]([C:10]([OH:12])=[O:11])[CH2:3][CH2:4][CH2:5]NC(N)=O.N[C@H](C(O)=O)[CH2:15][CH2:16][C:17](=[O:19])N.N[C@H:24](C(O)=O)CCCNC(=N)N, predict the reaction product. (6) Given the reactants [NH2:1][C:2](=[N:42][OH:43])[C:3]1[CH:4]=[CH:5][C:6]([CH3:41])=[C:7]([N:9]([CH2:26][C:27]([N:29]([N:31]2[CH2:39][C:38]3[C:33](=[CH:34][CH:35]=[C:36]([F:40])[CH:37]=3)[CH2:32]2)[CH3:30])=[O:28])[CH2:10][C:11]([NH:13][CH2:14][CH2:15][N:16]([C:19]([O:21][C:22]([CH3:25])([CH3:24])[CH3:23])=[O:20])[CH2:17][CH3:18])=[O:12])[CH:8]=1.[F:44][CH:45]([F:54])[C:46](O[C:46](=O)[CH:45]([F:54])[F:44])=O, predict the reaction product. The product is: [F:44][CH:45]([F:54])[C:46]1[O:43][N:42]=[C:2]([C:3]2[CH:4]=[CH:5][C:6]([CH3:41])=[C:7]([N:9]([CH2:26][C:27]([N:29]([N:31]3[CH2:39][C:38]4[C:33](=[CH:34][CH:35]=[C:36]([F:40])[CH:37]=4)[CH2:32]3)[CH3:30])=[O:28])[CH2:10][C:11]([NH:13][CH2:14][CH2:15][N:16]([C:19]([O:21][C:22]([CH3:25])([CH3:23])[CH3:24])=[O:20])[CH2:17][CH3:18])=[O:12])[CH:8]=2)[N:1]=1. (7) Given the reactants [Cl:1][C:2]1[C:3]2[S:10][C:9](I)=[CH:8][C:4]=2[N:5]=[CH:6][N:7]=1.C([Sn](CCCC)(CCCC)[C:17]1[CH:22]=[CH:21][N:20]=[CH:19][CH:18]=1)CCC.C1([As](C2C=CC=CC=2)C2C=CC=CC=2)C=CC=CC=1, predict the reaction product. The product is: [Cl:1][C:2]1[C:3]2[S:10][C:9]([C:17]3[CH:22]=[CH:21][N:20]=[CH:19][CH:18]=3)=[CH:8][C:4]=2[N:5]=[CH:6][N:7]=1.